This data is from TCR-epitope binding with 47,182 pairs between 192 epitopes and 23,139 TCRs. The task is: Binary Classification. Given a T-cell receptor sequence (or CDR3 region) and an epitope sequence, predict whether binding occurs between them. The epitope is KRWIILGLNK. The TCR CDR3 sequence is CATSGITGELFF. Result: 1 (the TCR binds to the epitope).